Dataset: Peptide-MHC class I binding affinity with 185,985 pairs from IEDB/IMGT. Task: Regression. Given a peptide amino acid sequence and an MHC pseudo amino acid sequence, predict their binding affinity value. This is MHC class I binding data. The peptide sequence is DFNEAIQAY. The MHC is HLA-B51:01 with pseudo-sequence HLA-B51:01. The binding affinity (normalized) is 0.0847.